From a dataset of Reaction yield outcomes from USPTO patents with 853,638 reactions. Predict the reaction yield, written as a fraction of the theoretical maximum amount of product (1.0 means a 100% yield; for example, 0.34 means a 34% yield). (1) The reactants are Cl[C:2]1[N:7]=[C:6]([C:8]([O:10][C:11]([CH3:14])([CH3:13])[CH3:12])=[O:9])[CH:5]=[CH:4][N:3]=1.[CH3:15][C@H:16]1[NH:21][CH2:20][CH2:19][N:18]([C:22]2[CH:27]=[CH:26][C:25]([S:28]([CH3:31])(=[O:30])=[O:29])=[CH:24][CH:23]=2)[CH2:17]1.C(N(CC)C(C)C)(C)C. The catalyst is C(#N)C. The product is [CH3:15][C@@H:16]1[CH2:17][N:18]([C:22]2[CH:23]=[CH:24][C:25]([S:28]([CH3:31])(=[O:30])=[O:29])=[CH:26][CH:27]=2)[CH2:19][CH2:20][N:21]1[C:2]1[N:7]=[C:6]([C:8]([O:10][C:11]([CH3:14])([CH3:13])[CH3:12])=[O:9])[CH:5]=[CH:4][N:3]=1. The yield is 0.850. (2) The reactants are [C:1]([O:5][C:6]([N:8]1[CH2:13][CH2:12][CH:11]([C:14]2[CH:15]=[C:16]3[C:20](=[CH:21][CH:22]=2)[N:19](C(OC(C)(C)C)=O)[N:18]=[C:17]3[C:30]#[C:31][Si](C)(C)C)[CH2:10][CH2:9]1)=[O:7])([CH3:4])([CH3:3])[CH3:2].C(=O)([O-])[O-].[K+].[K+]. The catalyst is CCO. The product is [C:30]([C:17]1[C:16]2[C:20](=[CH:21][CH:22]=[C:14]([CH:11]3[CH2:12][CH2:13][N:8]([C:6]([O:5][C:1]([CH3:4])([CH3:3])[CH3:2])=[O:7])[CH2:9][CH2:10]3)[CH:15]=2)[NH:19][N:18]=1)#[CH:31]. The yield is 0.950. (3) The reactants are [Cl-].O[NH3+:3].[C:4](=[O:7])([O-])[OH:5].[Na+].CS(C)=O.[CH2:13]([C:17]1[N:18]=[C:19]([CH3:48])[N:20]([C:39]2[CH:44]=[CH:43][C:42]([O:45][CH2:46][CH3:47])=[CH:41][CH:40]=2)[C:21](=[O:38])[C:22]=1[CH2:23][C:24]1[CH:29]=[CH:28][C:27]([C:30]2[C:31]([C:36]#[N:37])=[CH:32][CH:33]=[CH:34][CH:35]=2)=[CH:26][CH:25]=1)[CH2:14][CH2:15][CH3:16]. The catalyst is O.C(OCC)(=O)C. The product is [CH2:13]([C:17]1[N:18]=[C:19]([CH3:48])[N:20]([C:39]2[CH:40]=[CH:41][C:42]([O:45][CH2:46][CH3:47])=[CH:43][CH:44]=2)[C:21](=[O:38])[C:22]=1[CH2:23][C:24]1[CH:25]=[CH:26][C:27]([C:30]2[CH:35]=[CH:34][CH:33]=[CH:32][C:31]=2[C:36]2[NH:3][C:4](=[O:7])[O:5][N:37]=2)=[CH:28][CH:29]=1)[CH2:14][CH2:15][CH3:16]. The yield is 0.730.